This data is from Reaction yield outcomes from USPTO patents with 853,638 reactions. The task is: Predict the reaction yield, written as a fraction of the theoretical maximum amount of product (1.0 means a 100% yield; for example, 0.34 means a 34% yield). (1) The reactants are P(Cl)(Cl)([Cl:3])=O.[CH2:6]([O:8][C:9]([C:11]1[C:16](O)=[C:15]([CH3:18])[C:14](=[O:19])[N:13]([CH3:20])[C:12]=1[CH3:21])=[O:10])[CH3:7]. No catalyst specified. The product is [CH2:6]([O:8][C:9]([C:11]1[C:16]([Cl:3])=[C:15]([CH3:18])[C:14](=[O:19])[N:13]([CH3:20])[C:12]=1[CH3:21])=[O:10])[CH3:7]. The yield is 0.890. (2) The reactants are [CH3:1][O:2][C:3]1[CH:8]=[CH:7][C:6]([C:9]2[C:14]([C:15]3[CH:20]=[CH:19][C:18]([O:21][CH3:22])=[CH:17][CH:16]=3)=[N:13][N:12]([CH2:23][CH2:24]O)[C:11](=[O:26])[CH:10]=2)=[CH:5][CH:4]=1.C1(C)C=CC(S(Cl)(=O)=O)=CC=1.[NH:38]1[CH2:43][CH2:42][CH2:41][CH2:40][CH2:39]1. No catalyst specified. The product is [CH3:1][O:2][C:3]1[CH:8]=[CH:7][C:6]([C:9]2[C:14]([C:15]3[CH:16]=[CH:17][C:18]([O:21][CH3:22])=[CH:19][CH:20]=3)=[N:13][N:12]([CH2:23][CH2:24][N:38]3[CH2:43][CH2:42][CH2:41][CH2:40][CH2:39]3)[C:11](=[O:26])[CH:10]=2)=[CH:5][CH:4]=1. The yield is 0.381. (3) The reactants are [CH2:1]([O:3][C@@H:4]([CH2:9][C:10]1[CH:15]=[CH:14][C:13]([C:16]2[CH:21]=[CH:20][CH:19]=[C:18]([N:22]([CH3:35])[C:23](OC3C=CC([N+]([O-])=O)=CC=3)=[O:24])[N:17]=2)=[CH:12][CH:11]=1)[C:5]([O:7][CH3:8])=[O:6])[CH3:2].CN(C)C=O.[CH2:41]([NH2:46])[CH2:42][CH2:43][CH2:44][CH3:45]. The catalyst is O. The product is [CH2:1]([O:3][C@@H:4]([CH2:9][C:10]1[CH:11]=[CH:12][C:13]([C:16]2[CH:21]=[CH:20][CH:19]=[C:18]([N:22]([CH3:35])[C:23]([NH:46][CH2:41][CH2:42][CH2:43][CH2:44][CH3:45])=[O:24])[N:17]=2)=[CH:14][CH:15]=1)[C:5]([O:7][CH3:8])=[O:6])[CH3:2]. The yield is 0.760. (4) The reactants are [I:1][C:2]1[N:3]=[C:4]([C:8]([NH:10][C@H:11]2[CH2:16][CH2:15][N:14]([C:17]3[S:18][C:19]([C:23]([O:25]CC)=[O:24])=[C:20]([CH3:22])[N:21]=3)[CH2:13][C@H:12]2[O:28][CH3:29])=[O:9])[NH:5][C:6]=1[I:7].[OH-].[Li+]. No catalyst specified. The product is [I:1][C:2]1[N:3]=[C:4]([C:8]([NH:10][C@H:11]2[CH2:16][CH2:15][N:14]([C:17]3[S:18][C:19]([C:23]([OH:25])=[O:24])=[C:20]([CH3:22])[N:21]=3)[CH2:13][C@H:12]2[O:28][CH3:29])=[O:9])[NH:5][C:6]=1[I:7]. The yield is 0.840. (5) The reactants are O.[OH-].[Li+].C([O:6][C:7](=[O:35])[CH2:8][N:9]1[C:17]2[C:12](=[CH:13][C:14]([F:18])=[CH:15][CH:16]=2)[C:11]([CH2:19][C:20]2[N:21]([S:25]([C:28]3[CH:33]=[CH:32][CH:31]=[CH:30][CH:29]=3)(=[O:27])=[O:26])[CH:22]=[CH:23][CH:24]=2)=[C:10]1[CH3:34])C.Cl. The catalyst is O1CCCC1.O. The product is [C:28]1([S:25]([N:21]2[CH:22]=[CH:23][CH:24]=[C:20]2[CH2:19][C:11]2[C:12]3[C:17](=[CH:16][CH:15]=[C:14]([F:18])[CH:13]=3)[N:9]([CH2:8][C:7]([OH:35])=[O:6])[C:10]=2[CH3:34])(=[O:27])=[O:26])[CH:29]=[CH:30][CH:31]=[CH:32][CH:33]=1. The yield is 0.280. (6) The reactants are [C:1]([C:3]1[C:4]([C:19]2[CH:24]=[CH:23][C:22]([Cl:25])=[CH:21][C:20]=2[Cl:26])=[C:5]([C:16]([OH:18])=O)[S:6][C:7]=1[N:8]1[CH2:13][CH2:12][O:11][CH:10]([CH2:14][F:15])[CH2:9]1)#[N:2].[OH-].[NH4+].CC[N:31]=C=NCCCN(C)C. The catalyst is C(Cl)Cl. The product is [C:1]([C:3]1[C:4]([C:19]2[CH:24]=[CH:23][C:22]([Cl:25])=[CH:21][C:20]=2[Cl:26])=[C:5]([C:16]([NH2:31])=[O:18])[S:6][C:7]=1[N:8]1[CH2:13][CH2:12][O:11][CH:10]([CH2:14][F:15])[CH2:9]1)#[N:2]. The yield is 0.560. (7) The reactants are [Br:1][C:2]1[CH:20]=[CH:19][C:5]2[C:6]3[N:7]([CH:11]=[C:12]([C:14]([NH:16][CH:17]=O)=O)[N:13]=3)[CH2:8][CH2:9][O:10][C:4]=2[CH:3]=1.Cl.[Cl:22][C:23]1[CH:28]=[CH:27][CH:26]=[CH:25][C:24]=1[NH:29][NH2:30]. The catalyst is CC(O)=O. The product is [Br:1][C:2]1[CH:20]=[CH:19][C:5]2[C:6]3[N:7]([CH:11]=[C:12]([C:14]4[N:29]([C:24]5[CH:25]=[CH:26][CH:27]=[CH:28][C:23]=5[Cl:22])[N:30]=[CH:17][N:16]=4)[N:13]=3)[CH2:8][CH2:9][O:10][C:4]=2[CH:3]=1. The yield is 0.650. (8) The reactants are [NH:1]1[CH2:6][CH2:5][CH:4]([C:7]2[N:11]3[C:12]4[CH:18]=[CH:17][N:16]([CH2:19][O:20][CH2:21][CH2:22][Si:23]([CH3:26])([CH3:25])[CH3:24])[C:13]=4[N:14]=[CH:15][C:10]3=[N:9][CH:8]=2)[CH2:3][CH2:2]1.Cl.[N:28]1([C:33](=N)[NH2:34])C=CC=N1.CCN(C(C)C)C(C)C. The catalyst is CN(C=O)C. The product is [CH3:24][Si:23]([CH3:26])([CH3:25])[CH2:22][CH2:21][O:20][CH2:19][N:16]1[C:13]2[N:14]=[CH:15][C:10]3[N:11]([C:7]([CH:4]4[CH2:3][CH2:2][N:1]([C:33](=[NH:28])[NH2:34])[CH2:6][CH2:5]4)=[CH:8][N:9]=3)[C:12]=2[CH:18]=[CH:17]1. The yield is 0.330. (9) The reactants are C[O:2][C:3](=[O:37])[CH2:4][CH2:5][C:6]1[CH:11]=[CH:10][C:9]([S:12]([NH:15][C:16]2[C:25]([NH:26][C:27]3[CH:32]=[C:31]([O:33][CH3:34])[CH:30]=[C:29]([O:35][CH3:36])[CH:28]=3)=[N:24][C:23]3[C:18](=[CH:19][CH:20]=[CH:21][CH:22]=3)[N:17]=2)(=[O:14])=[O:13])=[CH:8][CH:7]=1.O.[OH-].[Li+].O.Cl. The catalyst is C1COCC1. The product is [CH3:36][O:35][C:29]1[CH:28]=[C:27]([NH:26][C:25]2[C:16]([NH:15][S:12]([C:9]3[CH:10]=[CH:11][C:6]([CH2:5][CH2:4][C:3]([OH:37])=[O:2])=[CH:7][CH:8]=3)(=[O:14])=[O:13])=[N:17][C:18]3[C:23]([N:24]=2)=[CH:22][CH:21]=[CH:20][CH:19]=3)[CH:32]=[C:31]([O:33][CH3:34])[CH:30]=1. The yield is 0.780. (10) The reactants are Br[C:2]1[CH:27]=[C:26]([O:28][CH3:29])[C:5]2[NH:6][C:7](=[O:25])[CH:8]([NH:17][C:18](=[O:24])[O:19][C:20]([CH3:23])([CH3:22])[CH3:21])[N:9]=[C:10]([C:11]3[CH:16]=[CH:15][CH:14]=[CH:13][CH:12]=3)[C:4]=2[CH:3]=1.C[C:31]([N:33](C)C)=O. The catalyst is [C-]#N.[Zn+2].[C-]#N.C1C=CC([P]([Pd]([P](C2C=CC=CC=2)(C2C=CC=CC=2)C2C=CC=CC=2)([P](C2C=CC=CC=2)(C2C=CC=CC=2)C2C=CC=CC=2)[P](C2C=CC=CC=2)(C2C=CC=CC=2)C2C=CC=CC=2)(C2C=CC=CC=2)C2C=CC=CC=2)=CC=1. The product is [C:31]([C:2]1[CH:27]=[C:26]([O:28][CH3:29])[C:5]2[NH:6][C:7](=[O:25])[CH:8]([NH:17][C:18](=[O:24])[O:19][C:20]([CH3:22])([CH3:21])[CH3:23])[N:9]=[C:10]([C:11]3[CH:16]=[CH:15][CH:14]=[CH:13][CH:12]=3)[C:4]=2[CH:3]=1)#[N:33]. The yield is 0.930.